From a dataset of Reaction yield outcomes from USPTO patents with 853,638 reactions. Predict the reaction yield, written as a fraction of the theoretical maximum amount of product (1.0 means a 100% yield; for example, 0.34 means a 34% yield). (1) The reactants are [Cl:1][C:2]1[CH:3]=[CH:4][C:5]([N:17]2[CH:21]=[N:20][N:19]=[N:18]2)=[C:6]([CH:16]=1)[CH2:7][NH:8][C:9](=[O:15])OC(C)(C)C.Cl.[OH-].[Na+].[F:25][C:26]1[CH:31]=[CH:30][C:29]([C@@H:32]([OH:43])[C:33]([N:35]2[C@H:39](C(O)=O)[CH2:38][CH:37]=[N:36]2)=[O:34])=[CH:28][CH:27]=1.CN1CCOCC1.CN(C(ON1N=NC2C=CC=CC1=2)=[N+](C)C)C.[B-](F)(F)(F)F. The catalyst is C(#N)C.CCOC(C)=O.CC(OC)(C)C.O. The product is [Cl:1][C:2]1[CH:3]=[CH:4][C:5]([N:17]2[CH:21]=[N:20][N:19]=[N:18]2)=[C:6]([CH:16]=1)[CH2:7][NH:8][C:9]([C@H:39]1[N:35]([C:33](=[O:34])[C@@H:32]([C:29]2[CH:30]=[CH:31][C:26]([F:25])=[CH:27][CH:28]=2)[OH:43])[N:36]=[CH:37][CH2:38]1)=[O:15]. The yield is 0.880. (2) The reactants are [C:1]([O:5][C:6]([N:8]1[CH2:13][CH2:12][N:11]([CH2:14][C:15]2[CH:16]=[C:17](B(O)O)[C:18]([F:21])=[N:19][CH:20]=2)[CH2:10][CH2:9]1)=[O:7])([CH3:4])([CH3:3])[CH3:2].Cl[C:26]1[N:34]=[C:33]([CH3:35])[N:32]=[C:31]2[C:27]=1[N:28]=[CH:29][N:30]2[CH:36]1[CH2:41][CH2:40][CH2:39][CH2:38][O:37]1.C([O-])(=O)C.[K+].C(O)C.O. The catalyst is CC(P(C(C)(C)C)C1C=CC(N(C)C)=CC=1)(C)C.CC(P(C(C)(C)C)C1C=CC(N(C)C)=CC=1)(C)C.Cl[Pd]Cl. The product is [F:21][C:18]1[N:19]=[CH:20][C:15]([CH2:14][N:11]2[CH2:12][CH2:13][N:8]([C:6]([O:5][C:1]([CH3:4])([CH3:3])[CH3:2])=[O:7])[CH2:9][CH2:10]2)=[CH:16][C:17]=1[C:26]1[N:34]=[C:33]([CH3:35])[N:32]=[C:31]2[C:27]=1[N:28]=[CH:29][N:30]2[CH:36]1[CH2:41][CH2:40][CH2:39][CH2:38][O:37]1. The yield is 0.890. (3) The reactants are [F:1][C:2]1[CH:10]=[C:9]2[C:5]([C:6]([C:20]3[CH:21]=[C:22]4[C:26](=[CH:27][CH:28]=3)[NH:25][N:24]=[CH:23]4)=[CH:7][N:8]2[S:11]([C:14]2[CH:19]=[CH:18][CH:17]=[CH:16][CH:15]=2)(=[O:13])=[O:12])=[CH:4][CH:3]=1.[CH2:29]([O:31][C:32](=[O:35])[CH:33]=[CH2:34])[CH3:30].C([O-])([O-])=O.[Cs+].[Cs+].O. The catalyst is CN(C=O)C. The product is [F:1][C:2]1[CH:10]=[C:9]2[C:5]([C:6]([C:20]3[CH:21]=[C:22]4[C:26](=[CH:27][CH:28]=3)[N:25]([CH2:34][CH2:33][C:32]([O:31][CH2:29][CH3:30])=[O:35])[N:24]=[CH:23]4)=[CH:7][N:8]2[S:11]([C:14]2[CH:15]=[CH:16][CH:17]=[CH:18][CH:19]=2)(=[O:13])=[O:12])=[CH:4][CH:3]=1. The yield is 0.430.